Task: Predict the product of the given reaction.. Dataset: Forward reaction prediction with 1.9M reactions from USPTO patents (1976-2016) Given the reactants [F:1][C:2]([F:15])([F:14])[C:3]([C:5]1[C:13]2[C:8](=[N:9][CH:10]=[CH:11][CH:12]=2)[NH:7][CH:6]=1)=[O:4].[H-].[Na+].Br[C:19]1[C:20]([Cl:34])=[C:21]2[CH:27]=[N:26][N:25]([C:28]3[CH:33]=[CH:32][CH:31]=[CH:30][CH:29]=3)[C:22]2=[N:23][CH:24]=1.[Li]CCCC.[Na], predict the reaction product. The product is: [Cl:34][C:20]1[C:19]([C:3]([C:5]2[C:13]3[C:8](=[N:9][CH:10]=[CH:11][CH:12]=3)[NH:7][CH:6]=2)([OH:4])[C:2]([F:1])([F:14])[F:15])=[CH:24][N:23]=[C:22]2[N:25]([C:28]3[CH:33]=[CH:32][CH:31]=[CH:30][CH:29]=3)[N:26]=[CH:27][C:21]=12.